From a dataset of Reaction yield outcomes from USPTO patents with 853,638 reactions. Predict the reaction yield, written as a fraction of the theoretical maximum amount of product (1.0 means a 100% yield; for example, 0.34 means a 34% yield). (1) The reactants are C([O:8][C:9](=[O:30])[C@@H:10]([CH2:26][CH:27]([CH3:29])[CH3:28])[N:11]([CH2:19][CH2:20][C:21]([O:23][CH2:24][CH3:25])=[O:22])[C:12]([O:14][C:15]([CH3:18])([CH3:17])[CH3:16])=[O:13])C1C=CC=CC=1.[H][H]. The catalyst is CO.[C].[Pd]. The product is [CH2:24]([O:23][C:21]([CH2:20][CH2:19][N:11]([C:12]([O:14][C:15]([CH3:18])([CH3:16])[CH3:17])=[O:13])[C@@H:10]([C:9]([OH:30])=[O:8])[CH2:26][CH:27]([CH3:28])[CH3:29])=[O:22])[CH3:25]. The yield is 0.930. (2) The product is [NH2:24][C:16]1[N:15]=[C:14]([C:11]2[CH:12]=[C:13]3[C:5]([C:41]4[CH:49]=[CH:48][C:44]([C:45]([OH:47])=[O:46])=[C:43]([F:50])[CH:42]=4)=[CH:6][NH:7][C:8]3=[N:9][CH:10]=2)[C:23]2[C:18]([CH:17]=1)=[CH:19][CH:20]=[CH:21][CH:22]=2. The yield is 0.200. The reactants are ClCCl.Br[C:5]1[C:13]2[C:8](=[N:9][CH:10]=[C:11]([C:14]3[C:23]4[C:18](=[CH:19][CH:20]=[CH:21][CH:22]=4)[CH:17]=[C:16]([NH:24]C(OC(C)(C)C)=O)[N:15]=3)[CH:12]=2)[N:7](C(OC(C)(C)C)=O)[CH:6]=1.OB(O)[C:41]1[CH:49]=[CH:48][C:44]([C:45]([OH:47])=[O:46])=[C:43]([F:50])[CH:42]=1.C(=O)([O-])[O-].[K+].[K+].Cl. The catalyst is O.O1CCOCC1.O. (3) The reactants are [CH:1]([C@@H:14]1[CH2:19][CH:18]=[CH:17][CH2:16][O:15]1)([C:8]1[CH:13]=[CH:12][CH:11]=[CH:10][CH:9]=1)[C:2]1[CH:7]=[CH:6][CH:5]=[CH:4][CH:3]=1.C1C=C(Cl)C=C(C(OO)=[O:28])C=1.[O-]S([O-])=O.[Na+].[Na+]. The catalyst is C(Cl)Cl. The product is [CH:1]([C@@H:14]1[CH2:19][C@@H:18]2[C@@H:17]([O:28]2)[CH2:16][O:15]1)([C:8]1[CH:9]=[CH:10][CH:11]=[CH:12][CH:13]=1)[C:2]1[CH:7]=[CH:6][CH:5]=[CH:4][CH:3]=1. The yield is 0.503. (4) The reactants are [F:1][C:2]1[CH:7]=[CH:6][C:5]([CH2:8][C:9]([CH3:13])([CH3:12])[CH2:10][NH2:11])=[CH:4][CH:3]=1.[CH2:14]([O:21][C:22](=[O:32])[NH:23][CH:24]1[CH2:29][CH2:28][CH2:27][CH2:26][CH:25]1[CH:30]=O)[C:15]1[CH:20]=[CH:19][CH:18]=[CH:17][CH:16]=1.[BH4-].[Na+].[OH-].[Na+]. The catalyst is CO. The product is [CH2:14]([O:21][C:22](=[O:32])[NH:23][CH:24]1[CH2:29][CH2:28][CH2:27][CH2:26][CH:25]1[CH2:30][NH:11][CH2:10][C:9]([CH3:13])([CH3:12])[CH2:8][C:5]1[CH:4]=[CH:3][C:2]([F:1])=[CH:7][CH:6]=1)[C:15]1[CH:20]=[CH:19][CH:18]=[CH:17][CH:16]=1. The yield is 0.760. (5) The reactants are C([O:3][C:4](=[O:35])[CH2:5][CH:6]1[S:10][C:9]([C:11]2[NH:12][C:13]3[C:18]([CH:19]=2)=[CH:17][C:16]([O:20][C:21]([F:24])([F:23])[F:22])=[CH:15][C:14]=3[N:25]([CH3:34])[S:26]([C:29]2[S:30][CH:31]=[CH:32][CH:33]=2)(=[O:28])=[O:27])=[N:8][CH2:7]1)C.[OH-].[Na+].O1CCCC1.C(O)(=O)CC(CC(O)=O)(C(O)=O)O. The catalyst is C(O)C. The product is [CH3:34][N:25]([S:26]([C:29]1[S:30][CH:31]=[CH:32][CH:33]=1)(=[O:28])=[O:27])[C:14]1[CH:15]=[C:16]([O:20][C:21]([F:22])([F:24])[F:23])[CH:17]=[C:18]2[C:13]=1[NH:12][C:11]([C:9]1[S:10][CH:6]([CH2:5][C:4]([OH:35])=[O:3])[CH2:7][N:8]=1)=[CH:19]2. The yield is 0.930. (6) The reactants are [CH3:1][C:2]1([CH3:46])[C:10]2[C:5](=[CH:6][CH:7]=[CH:8][CH:9]=2)[N:4]([CH:11]2[CH2:16][CH2:15][N:14]([C:17](=[O:44])[C@@H:18]([NH:27][C:28]([N:30]3[CH2:34][CH2:33][C@H:32]([N:35](C)[C:36](=O)OC(C)(C)C)[CH2:31]3)=[O:29])[CH2:19][CH2:20][C:21]3[CH:26]=[CH:25][CH:24]=[CH:23][CH:22]=3)[CH2:13][CH2:12]2)[C:3]1=[O:45]. The catalyst is ClCCl.FC(F)(F)C(O)=O. The product is [CH3:1][C:2]1([CH3:46])[C:10]2[C:5](=[CH:6][CH:7]=[CH:8][CH:9]=2)[N:4]([CH:11]2[CH2:16][CH2:15][N:14]([C:17](=[O:44])[C@@H:18]([NH:27][C:28]([N:30]3[CH2:34][CH2:33][C@H:32]([NH:35][CH3:36])[CH2:31]3)=[O:29])[CH2:19][CH2:20][C:21]3[CH:22]=[CH:23][CH:24]=[CH:25][CH:26]=3)[CH2:13][CH2:12]2)[C:3]1=[O:45]. The yield is 0.930.